This data is from Reaction yield outcomes from USPTO patents with 853,638 reactions. The task is: Predict the reaction yield, written as a fraction of the theoretical maximum amount of product (1.0 means a 100% yield; for example, 0.34 means a 34% yield). The reactants are [NH2:1][C:2]1[C:11]2[CH:10]=[CH:9][C:8]([F:12])=[C:7](Br)[C:6]=2[N:5]=[C:4]2[CH2:14][N:15]([CH:18]3[CH2:20][CH2:19]3)[C:16](=[O:17])[C:3]=12.[F:21][C:22]1[CH:27]=[CH:26][CH:25]=[C:24]([O:28][CH3:29])[C:23]=1B(O)O. No catalyst specified. The product is [NH2:1][C:2]1[C:11]2[CH:10]=[CH:9][C:8]([F:12])=[C:7]([C:23]3[C:24]([O:28][CH3:29])=[CH:25][CH:26]=[CH:27][C:22]=3[F:21])[C:6]=2[N:5]=[C:4]2[CH2:14][N:15]([CH:18]3[CH2:20][CH2:19]3)[C:16](=[O:17])[C:3]=12. The yield is 0.225.